The task is: Predict which catalyst facilitates the given reaction.. This data is from Catalyst prediction with 721,799 reactions and 888 catalyst types from USPTO. (1) Reactant: [CH3:1][O:2][C:3](=[O:16])[CH:4]=[CH:5][C:6]1[CH:11]=[CH:10][C:9]([N+:12]([O-])=O)=[CH:8][C:7]=1[CH3:15].[H][H]. Product: [CH3:1][O:2][C:3](=[O:16])[CH2:4][CH2:5][C:6]1[CH:11]=[CH:10][C:9]([NH2:12])=[CH:8][C:7]=1[CH3:15]. The catalyst class is: 19. (2) Reactant: ClC1N=C(C2C=CC3C(=CC=C(OC)C=3)C=2)C=CN=1.[CH3:20][O:21][C:22]1[CH:23]=[C:24]2[C:29](=[CH:30][CH:31]=1)[CH:28]=[C:27]([C:32]1[CH:37]=[CH:36][N:35]=[C:34]([N:38]3[CH2:43][CH2:42][CH:41]([CH2:44][NH2:45])[CH2:40][CH2:39]3)[N:33]=1)[CH:26]=[CH:25]2.N1CCC(CN)CC1. Product: [CH3:20][O:21][C:22]1[CH:23]=[C:24]2[C:29](=[CH:30][CH:31]=1)[CH:28]=[C:27]([C:32]1[CH:37]=[CH:36][N:35]=[C:34]([N:38]3[CH2:39][CH2:40][CH:41]([CH2:44][NH2:45])[CH2:42][CH2:43]3)[N:33]=1)[CH:26]=[CH:25]2. The catalyst class is: 16. (3) Reactant: [OH:1][C:2]1[C:3]2[CH:14]=[CH:13][CH:12]=[CH:11][C:4]=2[S:5][C:6]=1[C:7]([O:9][CH3:10])=[O:8].[C:15](Cl)(=[O:17])[CH3:16].C(N(CC)CC)C. Product: [C:15]([O:1][C:2]1[C:3]2[CH:14]=[CH:13][CH:12]=[CH:11][C:4]=2[S:5][C:6]=1[C:7]([O:9][CH3:10])=[O:8])(=[O:17])[CH3:16]. The catalyst class is: 7.